Dataset: Full USPTO retrosynthesis dataset with 1.9M reactions from patents (1976-2016). Task: Predict the reactants needed to synthesize the given product. (1) Given the product [CH2:1]([O:8][C:9]1[CH:14]=[C:13]([F:15])[C:12]([F:16])=[CH:11][C:10]=1[CH:27]=[CH2:28])[C:2]1[CH:7]=[CH:6][CH:5]=[CH:4][CH:3]=1, predict the reactants needed to synthesize it. The reactants are: [CH2:1]([O:8][C:9]1[CH:14]=[C:13]([F:15])[C:12]([F:16])=[CH:11][C:10]=1Br)[C:2]1[CH:7]=[CH:6][CH:5]=[CH:4][CH:3]=1.P([O-])([O-])([O-])=O.[K+].[K+].[K+].O1CCO[CH2:28][CH2:27]1.C(B1OC(C)(C)C(C)(C)O1)=C. (2) The reactants are: [F:1][C:2]1[CH:3]=[C:4]2[C:11]([C:12]3[N:13]=[N:14][C:15]4[C:20]([CH3:22])([CH3:21])[C:19](=[O:23])[NH:18][C:16]=4[N:17]=3)=[N:10][NH:9][C:5]2=[N:6][C:7]=1[CH3:8].C(=O)([O-])[O-].[Cs+].[Cs+].[F:30][C:31]1[CH:38]=[CH:37][CH:36]=[C:35]([F:39])[C:32]=1[CH2:33]Br. Given the product [F:30][C:31]1[CH:38]=[CH:37][CH:36]=[C:35]([F:39])[C:32]=1[CH2:33][N:9]1[C:5]2=[N:6][C:7]([CH3:8])=[C:2]([F:1])[CH:3]=[C:4]2[C:11]([C:12]2[N:13]=[N:14][C:15]3[C:20]([CH3:21])([CH3:22])[C:19](=[O:23])[NH:18][C:16]=3[N:17]=2)=[N:10]1, predict the reactants needed to synthesize it. (3) Given the product [CH2:18]([N:11]1[C:10](=[O:15])/[C:9](=[CH:8]/[C:7]2[CH:16]=[CH:17][C:4]([O:3][CH2:1][CH3:2])=[CH:5][CH:6]=2)/[S:13][C:12]1=[O:14])[C:19]1[CH:24]=[CH:23][CH:22]=[CH:21][CH:20]=1, predict the reactants needed to synthesize it. The reactants are: [CH2:1]([O:3][C:4]1[CH:17]=[CH:16][C:7](/[CH:8]=[C:9]2/[C:10](=[O:15])[NH:11][C:12](=[O:14])[S:13]/2)=[CH:6][CH:5]=1)[CH3:2].[CH2:18](Br)[C:19]1[CH:24]=[CH:23][CH:22]=[CH:21][CH:20]=1.C(=O)([O-])[O-].[K+].[K+].C(OC1C=CC(/C=C2/C(=O)N(CCC)C(=O)S/2)=CC=1)C. (4) Given the product [ClH:28].[F:1][C:2]1[CH:7]=[CH:6][CH:5]=[CH:4][C:3]=1[CH2:8][O:9][C:10]1[CH:15]=[CH:14][C:13]([C@@H:16]2[NH:20][C@:19]([CH2:25][O:26][CH3:27])([C:21]([NH:23][CH3:24])=[O:22])[CH2:18][CH2:17]2)=[CH:12][CH:11]=1, predict the reactants needed to synthesize it. The reactants are: [F:1][C:2]1[CH:7]=[CH:6][CH:5]=[CH:4][C:3]=1[CH2:8][O:9][C:10]1[CH:15]=[CH:14][C:13]([C@@H:16]2[NH:20][C@:19]([CH2:25][O:26][CH3:27])([C:21]([NH:23][CH3:24])=[O:22])[CH2:18][CH2:17]2)=[CH:12][CH:11]=1.[ClH:28]. (5) Given the product [C:38]([OH:40])(=[O:39])[C:41]1[CH:46]=[CH:45][CH:44]=[CH:43][CH:42]=1, predict the reactants needed to synthesize it. The reactants are: CC(NC1C2C=C(O)C=CC=2C2C(=CC(OC)=C(OC)C=2OC)CC1)=O.CCN=C=NCCCN(C)C.[C:38]([C:41]1[CH:46]=[CH:45][C:44](CCC(O)=O)=[CH:43][CH:42]=1)([OH:40])=[O:39]. (6) Given the product [C:1]1([C@H:13]2[C@H:17]([C:18]3[CH:23]=[CH:22][CH:21]=[C:20]([OH:24])[CH:19]=3)[C:16](=[O:26])[NH:15][C:14]2=[O:27])[C:11]2=[C:12]3[C:7](=[CH:8][CH:9]=[CH:10]2)[CH2:6][CH2:5][CH2:4][N:3]3[CH:2]=1, predict the reactants needed to synthesize it. The reactants are: [C:1]1([C@H:13]2[C@H:17]([C:18]3[CH:23]=[CH:22][CH:21]=[C:20]([O:24]C)[CH:19]=3)[C:16](=[O:26])[NH:15][C:14]2=[O:27])[C:11]2=[C:12]3[C:7](=[CH:8][CH:9]=[CH:10]2)[CH2:6][CH2:5][CH2:4][N:3]3[CH:2]=1.B(Br)(Br)Br. (7) The reactants are: [C:1]1([N:7]2[CH2:12][CH2:11][N:10]([CH2:13][CH2:14][NH2:15])[CH2:9][CH2:8]2)[CH:6]=[CH:5][CH:4]=[CH:3][CH:2]=1.[CH2:16]([C:19]1[N:23]([C:24]([CH3:27])([CH3:26])[CH3:25])[N:22]=[C:21]([CH:28]=O)[CH:20]=1)[CH2:17][CH3:18]. Given the product [C:24]([N:23]1[C:19]([CH2:16][CH2:17][CH3:18])=[CH:20][C:21]([CH2:28][NH:15][CH2:14][CH2:13][N:10]2[CH2:9][CH2:8][N:7]([C:1]3[CH:2]=[CH:3][CH:4]=[CH:5][CH:6]=3)[CH2:12][CH2:11]2)=[N:22]1)([CH3:27])([CH3:26])[CH3:25], predict the reactants needed to synthesize it. (8) Given the product [CH:14]1([C:12]([C:6]2[CH:7]=[N:8][C:9]3[C:4]([C:5]=2[NH:17][C:18]2[CH:19]=[N:20][N:21]([CH:23]4[CH2:24][CH2:25][N:26]([CH3:29])[CH2:27][CH2:28]4)[CH:22]=2)=[CH:3][C:2]([C:35]2[CH:36]=[C:31]([Cl:30])[C:32]([OH:47])=[C:33]([Cl:46])[CH:34]=2)=[CH:11][CH:10]=3)=[O:13])[CH2:15][CH2:16]1, predict the reactants needed to synthesize it. The reactants are: Br[C:2]1[CH:3]=[C:4]2[C:9](=[CH:10][CH:11]=1)[N:8]=[CH:7][C:6]([C:12]([CH:14]1[CH2:16][CH2:15]1)=[O:13])=[C:5]2[NH:17][C:18]1[CH:19]=[N:20][N:21]([CH:23]2[CH2:28][CH2:27][N:26]([CH3:29])[CH2:25][CH2:24]2)[CH:22]=1.[Cl:30][C:31]1[CH:36]=[C:35](B2OC(C)(C)C(C)(C)O2)[CH:34]=[C:33]([Cl:46])[C:32]=1[OH:47]. (9) Given the product [Cl:41][C:42]1[CH:46]=[CH:45][S:44][C:43]=1[C:47]([NH:22][C@H:21]([C:23]([OH:25])=[O:24])[CH2:20][C:17]1[CH:16]=[CH:15][C:14]([O:13][CH2:12][CH2:11][C:2]2[CH:3]=[CH:4][C:5]3[CH2:6][CH2:7][CH2:8][NH:9][C:10]=3[N:1]=2)=[CH:19][N:18]=1)=[O:48], predict the reactants needed to synthesize it. The reactants are: [N:1]1[C:10]2[NH:9][CH2:8][CH2:7][CH2:6][C:5]=2[CH:4]=[CH:3][C:2]=1[CH2:11][CH2:12][O:13][C:14]1[CH:15]=[CH:16][C:17]([CH2:20][C@@H:21]([C:23]([O:25]C)=[O:24])[NH2:22])=[N:18][CH:19]=1.OP=O.CCN=C=NCCCN(C)C.[Cl:41][C:42]1[CH:46]=[CH:45][S:44][C:43]=1[C:47](O)=[O:48].[OH-].[Na+].